Task: Predict the reactants needed to synthesize the given product.. Dataset: Full USPTO retrosynthesis dataset with 1.9M reactions from patents (1976-2016) (1) Given the product [F:31][C:2]([F:30])([F:1])[C:3]1[CH:4]=[C:5]([NH:13][C:14]([NH:37][C@H:33]([CH3:32])[CH:34]([CH3:36])[CH3:35])=[C:15]([S:18]([C:21]2[CH:26]=[CH:25][C:24]([Cl:27])=[CH:23][CH:22]=2)(=[O:19])=[O:20])[C:16]#[N:17])[CH:6]=[C:7]([C:9]([F:12])([F:11])[F:10])[CH:8]=1, predict the reactants needed to synthesize it. The reactants are: [F:1][C:2]([F:31])([F:30])[C:3]1[CH:4]=[C:5]([NH:13][C:14](SC)=[C:15]([S:18]([C:21]2[CH:26]=[CH:25][C:24]([Cl:27])=[CH:23][CH:22]=2)(=[O:20])=[O:19])[C:16]#[N:17])[CH:6]=[C:7]([C:9]([F:12])([F:11])[F:10])[CH:8]=1.[CH3:32][C@@H:33]([NH2:37])[CH:34]([CH3:36])[CH3:35]. (2) Given the product [CH2:11]([O:13][C:14]([C:15]1[C:3]([C:4]2[CH:9]=[CH:8][CH:7]=[CH:6][CH:5]=2)=[N:2][O:1][C:16]=1[CH:17]1[CH2:19][CH2:18]1)=[O:20])[CH3:12], predict the reactants needed to synthesize it. The reactants are: [OH:1][N:2]=[C:3](Cl)[C:4]1[CH:9]=[CH:8][CH:7]=[CH:6][CH:5]=1.[CH2:11]([O:13][C:14](=[O:20])[C:15]#[C:16][CH:17]1[CH2:19][CH2:18]1)[CH3:12].C(N(CC)CC)C. (3) Given the product [CH:2]1([NH:8][C:9]2[C:14]([CH3:15])=[C:13]([CH3:16])[N:12]=[C:11]([NH:17][CH2:18][C:19]3[N:20]=[CH:21][N:26]([CH3:25])[CH:24]=3)[N:10]=2)[CH2:3][CH2:4][CH2:5][CH2:6][CH2:7]1, predict the reactants needed to synthesize it. The reactants are: Cl.[CH:2]1([NH:8][C:9]2[C:14]([CH3:15])=[C:13]([CH3:16])[N:12]=[C:11]([NH:17][CH2:18][C:19]3[CH:24]=CC=[CH:21][N:20]=3)[N:10]=2)[CH2:7][CH2:6][CH2:5][CH2:4][CH2:3]1.[CH3:25][N:26]1C=C(CN)N=C1. (4) Given the product [CH3:15][O:16][C:17](=[O:29])[CH2:18][C@H:19]1[C:23]2[CH:24]=[CH:25][C:26]([O:12][C@@H:9]3[C:10]4[C:6](=[CH:5][CH:4]=[C:3]([C:2]([F:13])([F:14])[F:1])[CH:11]=4)[CH2:7][CH2:8]3)=[CH:27][C:22]=2[O:21][CH2:20]1, predict the reactants needed to synthesize it. The reactants are: [F:1][C:2]([F:14])([F:13])[C:3]1[CH:11]=[C:10]2[C:6]([CH2:7][CH2:8][C@H:9]2[OH:12])=[CH:5][CH:4]=1.[CH3:15][O:16][C:17](=[O:29])[CH2:18][C@H:19]1[C:23]2[CH:24]=[CH:25][C:26](O)=[CH:27][C:22]=2[O:21][CH2:20]1. (5) Given the product [Cl:1][C:2]1[C:3]([O:12][C:13]2[CH:18]=[C:17]([O:19][CH2:20][CH2:21][CH2:22][O:23][CH3:24])[CH:16]=[CH:15][C:14]=2/[CH:25]=[C:26](\[O:30][CH3:31])/[C:27]([NH:65][S:62]([CH2:57][CH2:58][CH2:59][CH2:60][CH3:61])(=[O:64])=[O:63])=[O:28])=[N:4][CH:5]=[C:6]([C:8]([F:10])([F:9])[F:11])[CH:7]=1, predict the reactants needed to synthesize it. The reactants are: [Cl:1][C:2]1[C:3]([O:12][C:13]2[CH:18]=[C:17]([O:19][CH2:20][CH2:21][CH2:22][O:23][CH3:24])[CH:16]=[CH:15][C:14]=2/[CH:25]=[C:26](\[O:30][CH3:31])/[C:27](O)=[O:28])=[N:4][CH:5]=[C:6]([C:8]([F:11])([F:10])[F:9])[CH:7]=1.CC1C=CC=C([N+]([O-])=O)C=1C(OC(=O)C1C([N+]([O-])=O)=CC=CC=1C)=O.[CH2:57]([S:62]([NH2:65])(=[O:64])=[O:63])[CH2:58][CH2:59][CH2:60][CH3:61].[Cl-].[NH4+]. (6) The reactants are: [Si:1]([O:8][C:9]1[CH:18]=[CH:17][CH:16]=[C:15]2[C:10]=1[CH:11]=[CH:12][C:13]([NH:19][C:20]1[C:28]3[C:23](=[CH:24][N:25]=[CH:26][CH:27]=3)[O:22][C:21]=1[C:29]([NH2:31])=[NH:30])=[CH:14]2)([C:4]([CH3:7])([CH3:6])[CH3:5])([CH3:3])[CH3:2].Br[CH2:33][C:34](=O)[CH2:35][CH3:36]. Given the product [Si:1]([O:8][C:9]1[CH:18]=[CH:17][CH:16]=[C:15]2[C:10]=1[CH:11]=[CH:12][C:13]([NH:19][C:20]1[C:28]3[C:23](=[CH:24][N:25]=[CH:26][CH:27]=3)[O:22][C:21]=1[C:29]1[NH:31][CH:33]=[C:34]([CH2:35][CH3:36])[N:30]=1)=[CH:14]2)([C:4]([CH3:7])([CH3:5])[CH3:6])([CH3:3])[CH3:2], predict the reactants needed to synthesize it.